Dataset: Forward reaction prediction with 1.9M reactions from USPTO patents (1976-2016). Task: Predict the product of the given reaction. (1) Given the reactants CC(C)([O-])C.[K+].COP([CH2:13][C:14]([O:16][C:17]([CH3:20])([CH3:19])[CH3:18])=[O:15])(OC)=O.[CH2:21]([C:23]1[CH2:24][C@H:25]2[C@@H:28]([CH:29]=1)[C:27](=O)[CH2:26]2)[CH3:22], predict the reaction product. The product is: [CH2:21]([C:23]1[CH2:29][C@H:28]2[C@@H:25]([CH:24]=1)[C:26](=[CH:13][C:14]([O:16][C:17]([CH3:20])([CH3:19])[CH3:18])=[O:15])[CH2:27]2)[CH3:22]. (2) Given the reactants Br[C:2]1[CH:10]=[CH:9][C:8]([O:11][CH3:12])=[CH:7][C:3]=1[C:4]([OH:6])=[O:5].C([Li])CCC.CON(C)[C:21](=[O:30])[CH2:22][O:23][C:24]1[CH:29]=[CH:28][CH:27]=[CH:26][CH:25]=1, predict the reaction product. The product is: [CH3:12][O:11][C:8]1[CH:9]=[CH:10][C:2]([C:21](=[O:30])[CH2:22][O:23][C:24]2[CH:29]=[CH:28][CH:27]=[CH:26][CH:25]=2)=[C:3]([CH:7]=1)[C:4]([OH:6])=[O:5]. (3) Given the reactants Br[C:2]1[C:11]2[C:6](=[CH:7][CH:8]=[CH:9][CH:10]=2)[CH:5]=[C:4]([NH:12][C:13]([C:15]2([C:18]3[CH:28]=[CH:27][C:21]4[O:22][C:23]([F:26])([F:25])[O:24][C:20]=4[CH:19]=3)[CH2:17][CH2:16]2)=[O:14])[N:3]=1.[CH3:29][O:30][C:31]1[N:36]=[CH:35][C:34](B(O)O)=[CH:33][CH:32]=1.C(=O)([O-])[O-].[K+].[K+], predict the reaction product. The product is: [F:25][C:23]1([F:26])[O:22][C:21]2[CH:27]=[CH:28][C:18]([C:15]3([C:13]([NH:12][C:4]4[N:3]=[C:2]([C:34]5[CH:35]=[N:36][C:31]([O:30][CH3:29])=[CH:32][CH:33]=5)[C:11]5[C:6]([CH:5]=4)=[CH:7][CH:8]=[CH:9][CH:10]=5)=[O:14])[CH2:17][CH2:16]3)=[CH:19][C:20]=2[O:24]1. (4) The product is: [CH3:1][O:2][C:3]1[CH:8]=[CH:7][C:6]([CH2:9][CH:10]([NH:12][CH:13]=[O:14])[CH3:11])=[CH:5][CH:4]=1. Given the reactants [CH3:1][O:2][C:3]1[CH:8]=[CH:7][C:6]([CH2:9][CH:10]([NH2:12])[CH3:11])=[CH:5][CH:4]=1.[CH:13](OCC)=[O:14], predict the reaction product. (5) Given the reactants [F:1][CH:2]([F:40])[C:3]1[N:7]([C:8]2[N:13]=[C:12]([N:14]3[CH2:19][CH2:18][O:17][CH2:16][CH2:15]3)[N:11]=[C:10]([N:20]3[CH2:25][CH2:24][N:23]([S:26]([CH2:29][CH2:30][N:31]([CH3:33])[CH3:32])(=[O:28])=[O:27])[CH2:22][CH2:21]3)[N:9]=2)[C:6]2[CH:34]=[CH:35][CH:36]=[C:37]([O:38][CH3:39])[C:5]=2[N:4]=1.[ClH:41], predict the reaction product. The product is: [ClH:41].[F:40][CH:2]([F:1])[C:3]1[N:7]([C:8]2[N:13]=[C:12]([N:14]3[CH2:15][CH2:16][O:17][CH2:18][CH2:19]3)[N:11]=[C:10]([N:20]3[CH2:21][CH2:22][N:23]([S:26]([CH2:29][CH2:30][N:31]([CH3:33])[CH3:32])(=[O:28])=[O:27])[CH2:24][CH2:25]3)[N:9]=2)[C:6]2[CH:34]=[CH:35][CH:36]=[C:37]([O:38][CH3:39])[C:5]=2[N:4]=1. (6) The product is: [NH2:8][CH:9]([C:11]1[CH:12]=[C:13]([CH:18]=[CH:19][CH:20]=1)[C:14]([O:16][CH3:17])=[O:15])[CH3:10]. Given the reactants C(OC([NH:8][CH:9]([C:11]1[CH:12]=[C:13]([CH:18]=[CH:19][CH:20]=1)[C:14]([O:16][CH3:17])=[O:15])[CH3:10])=O)(C)(C)C, predict the reaction product. (7) Given the reactants [NH2:1][C@@H:2]([CH2:33][C:34]1[CH:39]=[CH:38][CH:37]=[CH:36][CH:35]=1)[C@@H:3]([OH:32])[CH2:4][C@@H:5]([NH:19][C:20](=[O:31])[C@H:21]([C:27]([CH3:30])([CH3:29])[CH3:28])[NH:22][C:23]([O:25][CH3:26])=[O:24])[CH2:6][C:7]1[CH:12]=[CH:11][C:10]([C:13]2[CH:14]=[N:15][CH:16]=[CH:17][CH:18]=2)=[CH:9][CH:8]=1.[CH3:40][O:41][C:42]([NH:44][C@@H:45]([C:49]([CH3:52])([CH3:51])[CH3:50])[C:46](O)=[O:47])=[O:43].CCOP(ON1N=NC2C=CC=CC=2C1=O)(OCC)=O.C(N(CC)C(C)C)(C)C, predict the reaction product. The product is: [CH3:40][O:41][C:42](=[O:43])[NH:44][C@@H:45]([C:49]([CH3:51])([CH3:50])[CH3:52])[C:46](=[O:47])[NH:1][C@@H:2]([CH2:33][C:34]1[CH:35]=[CH:36][CH:37]=[CH:38][CH:39]=1)[C@@H:3]([OH:32])[CH2:4][C@H:5]([CH2:6][C:7]1[CH:12]=[CH:11][C:10]([C:13]2[CH:14]=[N:15][CH:16]=[CH:17][CH:18]=2)=[CH:9][CH:8]=1)[NH:19][C:20](=[O:31])[C@H:21]([C:27]([CH3:30])([CH3:29])[CH3:28])[NH:22][C:23](=[O:24])[O:25][CH3:26].